This data is from Peptide-MHC class I binding affinity with 185,985 pairs from IEDB/IMGT. The task is: Regression. Given a peptide amino acid sequence and an MHC pseudo amino acid sequence, predict their binding affinity value. This is MHC class I binding data. (1) The binding affinity (normalized) is 0. The MHC is HLA-A24:02 with pseudo-sequence HLA-A24:02. The peptide sequence is AFHHMAREK. (2) The peptide sequence is QTVEDEARR. The MHC is HLA-B15:01 with pseudo-sequence HLA-B15:01. The binding affinity (normalized) is 0.135. (3) The peptide sequence is VMHINSPFKV. The MHC is HLA-A02:01 with pseudo-sequence HLA-A02:01. The binding affinity (normalized) is 0.761. (4) The peptide sequence is IEEVMNIVL. The MHC is HLA-B48:01 with pseudo-sequence HLA-B48:01. The binding affinity (normalized) is 0.0847. (5) The peptide sequence is FHEFLSSKL. The MHC is HLA-B35:01 with pseudo-sequence YYATYRNIFTNTYESNLYIRYDSYTWAVLAYLWY. The binding affinity (normalized) is 0.0847. (6) The peptide sequence is APAWSRRTL. The MHC is HLA-B07:02 with pseudo-sequence HLA-B07:02. The binding affinity (normalized) is 1.00. (7) The peptide sequence is CDNECMESV. The MHC is Mamu-A11 with pseudo-sequence YHTKYREISANTYENTAYFTYDYYTWAVHTYEWY. The binding affinity (normalized) is 0.394.